This data is from Experimentally validated miRNA-target interactions with 360,000+ pairs, plus equal number of negative samples. The task is: Binary Classification. Given a miRNA mature sequence and a target amino acid sequence, predict their likelihood of interaction. (1) The miRNA is hsa-miR-3675-5p with sequence UAUGGGGCUUCUGUAGAGAUUUC. The protein sequence of the target gene is MRNLKLFRTLEFRDIQGPGNPQCFSLRTEQGTVLIGSEHGLIEVDPVSREVKNEVSLVAEGFLPEDGSGRIVGVQDLLDQESVCVATASGDVILCSLSTQQLECVGSVASGISVMSWSPDQELVLLATGQQTLIMMTKDFEPILEQQIHQDDFGESKFITVGWGRKETQFHGSEGRQAAFQMQMHESALPWDDHRPQVTWRGDGQFFAVSVVCPETGARKVRVWNREFALQSTSEPVAGLGPALAWKPSGSLIASTQDKPNQQDIVFFEKNGLLHGHFTLPFLKDEVKVNDLLWNADSSV.... Result: 0 (no interaction). (2) The miRNA is hsa-miR-1271-3p with sequence AGUGCCUGCUAUGUGCCAGGCA. The protein sequence of the target gene is MAAEEEDEVEWVVESIAGFLRGPDWSIPILDFVEQKCEVFDDEEESKLTYTEIHQEYKELVEKLLESYLKEIGINEDQFQEACTSPLAKTRTSQAILQPVLAAEDFTIFKAMMVQKNIEMQLQAIRIIQERNGVLPDCLTDGADVVSDLEQEEMKILREVLRKSKEEYDQEEERKRKKQSSEAKMEELPVYTSEAEKMSNSQGDGEHFVQPPSEVKVHFANQSVQPLARKMELLPETSSLTQKGLKIPGLEHASMEGPIANLSALGTEELRQREHYLKQKRDKLLSMRKDTRTKQIQNTE.... Result: 0 (no interaction). (3) The miRNA is hsa-miR-4714-5p with sequence AACUCUGACCCCUUAGGUUGAU. The protein sequence of the target gene is MLHSPHKQPQNHKCGANFLQEDCKKALAFKWLISAGHYQPPRPTESVSALTTVHAGIFKAASSIYNRGHKFYLEKKGGTMASNSLFSAVTPCQQSFFWDPSTSRRFSPPSSSLQPGKMSDVSPVVAAQQQQQQQQQQQQQQQQQQQQQQQQQQQQQEAAAAAAAAAAAAAAAAAAVPRLRPPHDNRTMVEIIADHPAELVRTDSPNFLCSVLPSHWRCNKTLPVAFKVVALGEVPDGTVVTVMAGNDENYSAELRNASAVMKNQVARFNDLRFVGRSGRGKSFTLTITVFTNPPQVATYH.... Result: 0 (no interaction).